This data is from Catalyst prediction with 721,799 reactions and 888 catalyst types from USPTO. The task is: Predict which catalyst facilitates the given reaction. (1) Reactant: [NH:1]1[CH:5]=[CH:4][CH:3]=[N:2]1.[H-].[Na+].[C:8]([O:12][C:13]([NH:15][C@H:16]([CH3:23])[CH2:17]OS(C)(=O)=O)=[O:14])([CH3:11])([CH3:10])[CH3:9].O. Product: [C:8]([O:12][C:13](=[O:14])[NH:15][C@H:16]([CH3:17])[CH2:23][N:1]1[CH:5]=[CH:4][CH:3]=[N:2]1)([CH3:11])([CH3:10])[CH3:9]. The catalyst class is: 39. (2) Reactant: [CH2:1]([OH:6])[CH2:2][C@H:3]([OH:5])[CH3:4].Br[CH2:8][C:9]([O:11][C:12]([CH3:15])([CH3:14])[CH3:13])=[O:10].C(O)(=O)CC(CC(O)=O)(C(O)=O)O.C(OC(=O)C)(C)(C)C. Product: [C:12]([O:11][C:9](=[O:10])[CH2:8][O:6][CH2:1][CH2:2][C@H:3]([OH:5])[CH3:4])([CH3:15])([CH3:14])[CH3:13]. The catalyst class is: 375. (3) Reactant: [C:1]1(=[O:11])[C:5]2([CH2:10][CH2:9][CH2:8][NH:7][CH2:6]2)[CH2:4][CH2:3][NH:2]1.C(N(CC)CC)C.[Cl:19][C:20]1[CH:21]=[C:22]([S:31](Cl)(=[O:33])=[O:32])[CH:23]=[CH:24][C:25]=1[O:26][C:27]([F:30])([F:29])[F:28]. Product: [Cl:19][C:20]1[CH:21]=[C:22]([S:31]([N:7]2[CH2:8][CH2:9][CH2:10][C:5]3([C:1](=[O:11])[NH:2][CH2:3][CH2:4]3)[CH2:6]2)(=[O:32])=[O:33])[CH:23]=[CH:24][C:25]=1[O:26][C:27]([F:29])([F:28])[F:30]. The catalyst class is: 4. (4) Reactant: C([N:4]1[C:12]2[C:7](=[CH:8][C:9]([N+:13]([O-:15])=[O:14])=[CH:10][CH:11]=2)[C:6](=[C:16](OC)[C:17]2[CH:22]=[CH:21][CH:20]=[CH:19][CH:18]=2)[C:5]1=[O:25])(=O)C.[O:26]1[CH2:31][CH2:30][N:29]([C:32]2[CH:38]=[CH:37][C:35]([NH2:36])=[CH:34][CH:33]=2)[CH2:28][CH2:27]1.N. Product: [O:26]1[CH2:27][CH2:28][N:29]([C:32]2[CH:38]=[CH:37][C:35]([NH:36]/[C:16](=[C:6]3\[C:5](=[O:25])[NH:4][C:12]4[C:7]\3=[CH:8][C:9]([N+:13]([O-:15])=[O:14])=[CH:10][CH:11]=4)/[C:17]3[CH:18]=[CH:19][CH:20]=[CH:21][CH:22]=3)=[CH:34][CH:33]=2)[CH2:30][CH2:31]1. The catalyst class is: 4. (5) Reactant: Cl[C:2](=[CH2:26])[CH2:3][N:4]([CH2:17][CH:18](O)[C:19]1[CH:24]=[CH:23][CH:22]=[CH:21][CH:20]=1)[S:5]([C:8]1[CH:13]=[CH:12][C:11]([N+:14]([O-:16])=[O:15])=[CH:10][CH:9]=1)(=[O:7])=[O:6].[OH:27]S(O)(=O)=O. Product: [N+:14]([C:11]1[CH:10]=[CH:9][C:8]([S:5]([N:4]2[CH2:17][CH:18]([C:19]3[CH:24]=[CH:23][CH:22]=[CH:21][CH:20]=3)[CH2:26][C:2](=[O:27])[CH2:3]2)(=[O:7])=[O:6])=[CH:13][CH:12]=1)([O-:16])=[O:15]. The catalyst class is: 34. (6) Reactant: [F:1][C:2]1([CH3:31])[CH2:5][N:4]([C:6]([C:8]2[CH:9]=[C:10]3[C:15](=[CH:16][CH:17]=2)[CH:14]=[N+:13]([O-])[CH:12]=[C:11]3[C:19]2[CH:24]=[CH:23][C:22]([C:25]3[CH:26]=[N:27][N:28]([CH3:30])[CH:29]=3)=[CH:21][CH:20]=2)=[O:7])[CH2:3]1.S(Cl)(C1C=CC(C)=CC=1)(=O)=O.C(C[NH2:46])O. Product: [NH2:46][C:14]1[C:15]2[C:10](=[CH:9][C:8]([C:6]([N:4]3[CH2:5][C:2]([F:1])([CH3:31])[CH2:3]3)=[O:7])=[CH:17][CH:16]=2)[C:11]([C:19]2[CH:24]=[CH:23][C:22]([C:25]3[CH:26]=[N:27][N:28]([CH3:30])[CH:29]=3)=[CH:21][CH:20]=2)=[CH:12][N:13]=1. The catalyst class is: 228.